From a dataset of Catalyst prediction with 721,799 reactions and 888 catalyst types from USPTO. Predict which catalyst facilitates the given reaction. (1) Reactant: Br[C:2]1[C:7]2=[CH:8][N:9]([C:11]3[C:18]([Cl:19])=[CH:17][CH:16]=[CH:15][C:12]=3[C:13]#[N:14])[N:10]=[C:6]2[C:5]([F:20])=[CH:4][N:3]=1.[NH2:21][C:22]1[N:27]=[CH:26][N:25]=[C:24]([CH:28]([OH:30])[CH3:29])[CH:23]=1.CC1(C)C2C(=C(P(C3C=CC=CC=3)C3C=CC=CC=3)C=CC=2)OC2C(P(C3C=CC=CC=3)C3C=CC=CC=3)=CC=CC1=2.C(=O)([O-])[O-].[Cs+].[Cs+]. Product: [Cl:19][C:18]1[C:11]([N:9]2[CH:8]=[C:7]3[C:2]([NH:21][C:22]4[CH:23]=[C:24]([CH:28]([OH:30])[CH3:29])[N:25]=[CH:26][N:27]=4)=[N:3][CH:4]=[C:5]([F:20])[C:6]3=[N:10]2)=[C:12]([CH:15]=[CH:16][CH:17]=1)[C:13]#[N:14]. The catalyst class is: 62. (2) Reactant: [Cl:1][C:2]1[CH:3]=[C:4]([OH:12])[CH:5]=[N:6][C:7]=1[C:8]([F:11])([F:10])[F:9].F[C:14]1[CH:21]=[CH:20][C:17]([CH:18]=[O:19])=[CH:16][CH:15]=1.C(=O)([O-])[O-].[K+].[K+]. Product: [Cl:1][C:2]1[CH:3]=[C:4]([O:12][C:14]2[CH:21]=[CH:20][C:17]([CH:18]=[O:19])=[CH:16][CH:15]=2)[CH:5]=[N:6][C:7]=1[C:8]([F:9])([F:10])[F:11]. The catalyst class is: 197. (3) Reactant: [C:1]([O:5][C:6]([CH:8]1[CH2:13][CH2:12][N:11]([C:14]2[C:24]([C:25]#[N:26])=[CH:23][C:17]([C:18]([O:20][CH2:21][CH3:22])=[O:19])=[C:16]([O:27]S(C(F)(F)F)(=O)=O)[N:15]=2)[CH2:10][CH2:9]1)=[O:7])([CH3:4])([CH3:3])[CH3:2].CC1(C)C2C=CC=C(P(C3C=CC=CC=3)C3C=CC=CC=3)C=2OC2C1=CC=CC=2P(C1C=CC=CC=1)C1C=CC=CC=1.[CH2:77]([O:79][C:80](=[O:84])[C@H:81]([CH3:83])O)[CH3:78].CCN(C(C)C)C(C)C. Product: [C:1]([O:5][C:6]([CH:8]1[CH2:13][CH2:12][N:11]([C:14]2[C:24]([C:25]#[N:26])=[CH:23][C:17]([C:18]([O:20][CH2:21][CH3:22])=[O:19])=[C:16]([O:27][C@@H:81]([CH3:83])[C:80]([O:79][CH2:77][CH3:78])=[O:84])[N:15]=2)[CH2:10][CH2:9]1)=[O:7])([CH3:4])([CH3:3])[CH3:2]. The catalyst class is: 62.